From a dataset of Forward reaction prediction with 1.9M reactions from USPTO patents (1976-2016). Predict the product of the given reaction. Given the reactants [CH3:1][C:2]1([CH3:26])[CH2:24][C:6]2[N:7]([CH2:11][C:12]3[CH:17]=[C:16]([O:18][CH3:19])[C:15]([O:20][CH3:21])=[C:14]([O:22][CH3:23])[CH:13]=3)[C:8](=[O:10])[NH:9][C:5]=2[C:4](=[O:25])[CH2:3]1.[H-].[Na+].[CH3:29]I, predict the reaction product. The product is: [CH3:29][N:9]1[C:5]2[C:4](=[O:25])[CH2:3][C:2]([CH3:26])([CH3:1])[CH2:24][C:6]=2[N:7]([CH2:11][C:12]2[CH:17]=[C:16]([O:18][CH3:19])[C:15]([O:20][CH3:21])=[C:14]([O:22][CH3:23])[CH:13]=2)[C:8]1=[O:10].